From a dataset of Peptide-MHC class I binding affinity with 185,985 pairs from IEDB/IMGT. Regression. Given a peptide amino acid sequence and an MHC pseudo amino acid sequence, predict their binding affinity value. This is MHC class I binding data. (1) The peptide sequence is RSSPRETMK. The MHC is HLA-B51:01 with pseudo-sequence HLA-B51:01. The binding affinity (normalized) is 0.0847. (2) The peptide sequence is FTYASALWEI. The MHC is HLA-A68:02 with pseudo-sequence HLA-A68:02. The binding affinity (normalized) is 0.950. (3) The peptide sequence is SPMYLWFNV. The MHC is H-2-Dd with pseudo-sequence H-2-Dd. The binding affinity (normalized) is 0.120. (4) The MHC is Patr-A0301 with pseudo-sequence Patr-A0301. The binding affinity (normalized) is 0.162. The peptide sequence is SSGLSRYVA. (5) The peptide sequence is FTTSLFLHL. The MHC is HLA-A02:02 with pseudo-sequence HLA-A02:02. The binding affinity (normalized) is 0.626. (6) The MHC is HLA-A03:01 with pseudo-sequence HLA-A03:01. The binding affinity (normalized) is 0.809. The peptide sequence is VTFKNAHAK. (7) The MHC is HLA-B39:01 with pseudo-sequence HLA-B39:01. The peptide sequence is VRGGMVAPL. The binding affinity (normalized) is 0.206.